Dataset: CYP2D6 inhibition data for predicting drug metabolism from PubChem BioAssay. Task: Regression/Classification. Given a drug SMILES string, predict its absorption, distribution, metabolism, or excretion properties. Task type varies by dataset: regression for continuous measurements (e.g., permeability, clearance, half-life) or binary classification for categorical outcomes (e.g., BBB penetration, CYP inhibition). Dataset: cyp2d6_veith. (1) The drug is Cn1c(=O)c(-c2ccccc2)nc2cnc(OCc3ccccc3)nc21. The result is 0 (non-inhibitor). (2) The molecule is COc1cccc(-c2nc(NCc3cccs3)c3ccccc3n2)c1. The result is 1 (inhibitor). (3) The drug is NCCc1c[nH]c2ccc(OC(=O)C(=O)O)cc12. The result is 0 (non-inhibitor). (4) The drug is Cc1cc2c(nc1C)CCCN2C[C@@H](O)CN1CCN(C)CC1. The result is 0 (non-inhibitor). (5) The molecule is CCOC(=O)Cc1csc(N/N=C/c2ccc(C(F)(F)F)cc2)n1. The result is 0 (non-inhibitor).